This data is from Full USPTO retrosynthesis dataset with 1.9M reactions from patents (1976-2016). The task is: Predict the reactants needed to synthesize the given product. (1) Given the product [N:35]1([CH:33]([CH3:34])[CH2:32][CH2:31][OH:30])[CH2:39][CH2:38][CH2:37][CH2:36]1, predict the reactants needed to synthesize it. The reactants are: N1CCCC1.CC1C=CC(S(O)(=O)=O)=CC=1.C(OCC)(=O)CC(C)=O.[BH4-].[Na+].C([O:30][C:31](=O)[CH2:32][CH:33]([N:35]1[CH2:39][CH2:38][CH2:37][CH2:36]1)[CH3:34])C. (2) Given the product [C:9]([C@H:13]1[CH2:18][CH2:17][C@H:16]([O:8][C:5]2[CH:4]=[CH:3][C:2]([Cl:1])=[N:7][CH:6]=2)[CH2:15][CH2:14]1)([CH3:12])([CH3:11])[CH3:10], predict the reactants needed to synthesize it. The reactants are: [Cl:1][C:2]1[N:7]=[CH:6][C:5]([OH:8])=[CH:4][CH:3]=1.[C:9]([C@@H:13]1[CH2:18][CH2:17][C@H:16](O)[CH2:15][CH2:14]1)([CH3:12])([CH3:11])[CH3:10].C1C=CC(P(C2C=CC=CC=2)C2C=CC=CC=2)=CC=1.CCN(CC)CC.CC(OC(/N=N/C(OC(C)C)=O)=O)C. (3) Given the product [CH3:16][C:12]1[N:11]=[C:10]([CH2:9][C:8]([C:6]2[CH:5]=[CH:4][N:3]=[C:2]([C:23]3[CH:24]=[CH:25][C:20]([CH:18]=[O:19])=[CH:21][CH:22]=3)[CH:7]=2)=[O:17])[CH:15]=[CH:14][CH:13]=1, predict the reactants needed to synthesize it. The reactants are: Br[C:2]1[CH:7]=[C:6]([C:8](=[O:17])[CH2:9][C:10]2[CH:15]=[CH:14][CH:13]=[C:12]([CH3:16])[N:11]=2)[CH:5]=[CH:4][N:3]=1.[CH:18]([C:20]1[CH:25]=[CH:24][C:23](B(O)O)=[CH:22][CH:21]=1)=[O:19].